This data is from Catalyst prediction with 721,799 reactions and 888 catalyst types from USPTO. The task is: Predict which catalyst facilitates the given reaction. Reactant: [Cl:1][C:2]1[N:7]=[C:6](Cl)[C:5]([CH:9]=O)=[C:4]([Cl:11])[N:3]=1.Cl.[CH2:13]([N:20]1[CH2:25][CH2:24][CH:23]([NH:26][NH2:27])[CH2:22][CH2:21]1)[C:14]1[CH:19]=[CH:18][CH:17]=[CH:16][CH:15]=1.C(N(CC)CC)C. Product: [ClH:1].[CH2:13]([N:20]1[CH2:21][CH2:22][CH:23]([N:26]2[C:6]3=[N:7][C:2]([Cl:1])=[N:3][C:4]([Cl:11])=[C:5]3[CH:9]=[N:27]2)[CH2:24][CH2:25]1)[C:14]1[CH:15]=[CH:16][CH:17]=[CH:18][CH:19]=1. The catalyst class is: 8.